The task is: Predict the reactants needed to synthesize the given product.. This data is from Full USPTO retrosynthesis dataset with 1.9M reactions from patents (1976-2016). (1) Given the product [Cl:25][C:26]1[N:27]=[N:28][C:29]([Cl:33])=[CH:30][C:31]=1[N:23]1[CH:24]=[C:20]([C:6]2[C:5]3[C:9](=[CH:10][C:2]([F:1])=[CH:3][CH:4]=3)[N:8]([S:11]([C:14]3[CH:15]=[CH:16][CH:17]=[CH:18][CH:19]=3)(=[O:12])=[O:13])[CH:7]=2)[CH:21]=[N:22]1, predict the reactants needed to synthesize it. The reactants are: [F:1][C:2]1[CH:10]=[C:9]2[C:5]([C:6]([C:20]3[CH:21]=[N:22][NH:23][CH:24]=3)=[CH:7][N:8]2[S:11]([C:14]2[CH:19]=[CH:18][CH:17]=[CH:16][CH:15]=2)(=[O:13])=[O:12])=[CH:4][CH:3]=1.[Cl:25][C:26]1[N:27]=[N:28][C:29]([Cl:33])=[CH:30][C:31]=1Cl.C([O-])([O-])=O.[K+].[K+]. (2) Given the product [CH3:1][O:2][C:3]1[CH:8]=[CH:7][C:6]([C:9]2[CH:14]=[CH:13][N:12]=[C:11]3[NH:15][C:25]([C:22]4[CH:23]=[CH:24][C:19]([C:17]#[N:18])=[N:20][CH:21]=4)=[N:16][C:10]=23)=[CH:5][CH:4]=1, predict the reactants needed to synthesize it. The reactants are: [CH3:1][O:2][C:3]1[CH:8]=[CH:7][C:6]([C:9]2[CH:14]=[CH:13][N:12]=[C:11]([NH2:15])[C:10]=2[NH2:16])=[CH:5][CH:4]=1.[C:17]([C:19]1[CH:24]=[CH:23][C:22]([C:25](O)=O)=[CH:21][N:20]=1)#[N:18]. (3) Given the product [C:8]([NH:12][C:13]([N:15]1[C:23]2[C:18](=[CH:19][C:20]([C:24]([F:26])([F:25])[F:27])=[CH:21][CH:22]=2)[C:17]([NH:28][CH2:29][C:30](=[O:36])[NH:31][CH:32]2[CH2:33][N:34]([CH:41]3[CH2:40][CH2:39][C:38]([OH:37])([C:45]4[S:46][CH:47]=[CH:48][N:49]=4)[CH2:43][CH2:42]3)[CH2:35]2)=[N:16]1)=[O:14])([CH3:11])([CH3:9])[CH3:10], predict the reactants needed to synthesize it. The reactants are: OC(C(F)(F)F)=O.[C:8]([NH:12][C:13]([N:15]1[C:23]2[C:18](=[CH:19][C:20]([C:24]([F:27])([F:26])[F:25])=[CH:21][CH:22]=2)[C:17]([NH:28][CH2:29][C:30](=[O:36])[NH:31][CH:32]2[CH2:35][NH:34][CH2:33]2)=[N:16]1)=[O:14])([CH3:11])([CH3:10])[CH3:9].[OH:37][C:38]1([C:45]2[S:46][CH:47]=[CH:48][N:49]=2)[CH2:43][CH2:42][C:41](=O)[CH2:40][CH2:39]1. (4) Given the product [Br:1][C:2]1[CH:10]=[CH:9][C:5]([C:6]([N:23]2[CH2:24][CH2:25][N:20]([C:14]3[CH:15]=[CH:16][C:17]([CH3:19])=[CH:18][C:13]=3[CH3:12])[CH2:21][CH2:22]2)=[O:8])=[C:4]([F:11])[CH:3]=1, predict the reactants needed to synthesize it. The reactants are: [Br:1][C:2]1[CH:10]=[CH:9][C:5]([C:6]([OH:8])=O)=[C:4]([F:11])[CH:3]=1.[CH3:12][C:13]1[CH:18]=[C:17]([CH3:19])[CH:16]=[CH:15][C:14]=1[N:20]1[CH2:25][CH2:24][NH:23][CH2:22][CH2:21]1. (5) Given the product [ClH:13].[CH2:1]([NH:8][CH2:9][C:10]([O:12][CH3:14])=[O:11])[C:2]1[CH:7]=[CH:6][CH:5]=[CH:4][CH:3]=1, predict the reactants needed to synthesize it. The reactants are: [CH2:1]([NH:8][CH2:9][C:10]([OH:12])=[O:11])[C:2]1[CH:7]=[CH:6][CH:5]=[CH:4][CH:3]=1.[ClH:13].[CH3:14]O. (6) Given the product [CH2:42]([NH:44][C:24](=[O:26])[NH:23][CH2:22][CH2:21][NH:20][C:18]([C:14]1[C:13]([OH:27])=[C:12]2[C:17](=[CH:16][N:15]=1)[N:8]([CH2:1][C:2]1[CH:3]=[CH:4][CH:5]=[CH:6][CH:7]=1)[C:9](=[O:34])[C:10]([C:28]1[CH:29]=[CH:30][CH:31]=[CH:32][CH:33]=1)=[CH:11]2)=[O:19])[CH3:43], predict the reactants needed to synthesize it. The reactants are: [CH2:1]([N:8]1[C:17]2[C:12](=[C:13]([OH:27])[C:14]([C:18]([NH:20][CH2:21][CH2:22][NH:23][C:24](=[O:26])O)=[O:19])=[N:15][CH:16]=2)[CH:11]=[C:10]([C:28]2[CH:33]=[CH:32][CH:31]=[CH:30][CH:29]=2)[C:9]1=[O:34])[C:2]1[CH:7]=[CH:6][CH:5]=[CH:4][CH:3]=1.FC(F)(F)C(O)=O.[CH2:42]([N:44](CC)CC)[CH3:43].C(N=C=O)C.Cl.